Predict which catalyst facilitates the given reaction. From a dataset of Catalyst prediction with 721,799 reactions and 888 catalyst types from USPTO. Reactant: [CH2:1]([O:8][C:9]1[C:10]([C:16]([F:19])([F:18])[F:17])=[N:11][CH:12]=[C:13](Br)[CH:14]=1)[C:2]1[CH:7]=[CH:6][CH:5]=[CH:4][CH:3]=1.CC1(C)C(C)(C)[O:24][B:23](B2OC(C)(C)C(C)(C)O2)[O:22]1.C([O-])(=O)C.[K+].Cl. Product: [CH2:1]([O:8][C:9]1[CH:14]=[C:13]([B:23]([OH:24])[OH:22])[CH:12]=[N:11][C:10]=1[C:16]([F:19])([F:18])[F:17])[C:2]1[CH:7]=[CH:6][CH:5]=[CH:4][CH:3]=1. The catalyst class is: 75.